The task is: Predict the product of the given reaction.. This data is from Forward reaction prediction with 1.9M reactions from USPTO patents (1976-2016). (1) Given the reactants Cl.[Cl:2][C:3]1[C:4]([O:32]COC)=[CH:5][C:6]([O:28]COC)=[C:7]([CH:27]=1)[C:8]([N:10]1[CH2:14][CH2:13][CH2:12][CH:11]1[C:15]1[C:16]([CH3:26])=[C:17]([CH:23]=[CH:24][CH:25]=1)[C:18]([NH:20][CH2:21][CH3:22])=[O:19])=[O:9].C([O-])(O)=O.[Na+], predict the reaction product. The product is: [Cl:2][C:3]1[C:4]([OH:32])=[CH:5][C:6]([OH:28])=[C:7]([CH:27]=1)[C:8]([N:10]1[CH2:14][CH2:13][CH2:12][CH:11]1[C:15]1[C:16]([CH3:26])=[C:17]([CH:23]=[CH:24][CH:25]=1)[C:18]([NH:20][CH2:21][CH3:22])=[O:19])=[O:9]. (2) Given the reactants C(O[C:6]([N:8]([CH2:13][C:14]([N:16]1[CH2:20][CH2:19][CH2:18][C@H:17]1[C:21]#[N:22])=[O:15])[CH2:9][CH:10]([CH3:12])[CH3:11])=[O:7])(C)(C)C.C(N(CC)CC)C.C(Cl)(=O)[C:31]1[C:32]([O:37][CH3:38])=[CH:33][CH:34]=[CH:35][CH:36]=1, predict the reaction product. The product is: [CH3:38][O:37][C:32]1[CH:33]=[CH:34][CH:35]=[CH:36][C:31]=1[C:6]([N:8]([CH2:13][C:14]([N:16]1[CH2:20][CH2:19][CH2:18][C@H:17]1[C:21]#[N:22])=[O:15])[CH2:9][CH:10]([CH3:11])[CH3:12])=[O:7]. (3) Given the reactants [Cl:1][C:2]1[CH:3]=[CH:4][C:5]([O:11][CH3:12])=[C:6]([N:8]=[C:9]=[O:10])[CH:7]=1.[NH2:13][C:14]1[CH:22]=[CH:21][CH:20]=[C:19]2[C:15]=1[CH:16]=[CH:17][NH:18]2, predict the reaction product. The product is: [Cl:1][C:2]1[CH:3]=[CH:4][C:5]([O:11][CH3:12])=[C:6]([NH:8][C:9]([NH:13][C:14]2[CH:22]=[CH:21][CH:20]=[C:19]3[C:15]=2[CH:16]=[CH:17][NH:18]3)=[O:10])[CH:7]=1. (4) Given the reactants [CH3:1][C:2]1([CH3:18])[C:6]([CH3:8])([CH3:7])[O:5][B:4]([C:9]2[CH:17]=[CH:16][C:12]([C:13](Cl)=[O:14])=[CH:11][CH:10]=2)[O:3]1.[NH2:19][C:20]1[CH:25]=[C:24]([O:26][CH3:27])[CH:23]=[CH:22][N:21]=1, predict the reaction product. The product is: [CH3:27][O:26][C:24]1[CH:23]=[CH:22][N:21]=[C:20]([NH:19][C:13](=[O:14])[C:12]2[CH:16]=[CH:17][C:9]([B:4]3[O:3][C:2]([CH3:18])([CH3:1])[C:6]([CH3:8])([CH3:7])[O:5]3)=[CH:10][CH:11]=2)[CH:25]=1. (5) The product is: [C:10]1([N:5]2[C:6]([CH2:7][CH2:8][CH3:9])=[C:2]([C:6]3[CH2:7][CH:22]([C:16]([O:17][CH:10]([CH3:15])[CH3:11])=[O:19])[NH:23][CH2:26][CH:2]=3)[N:3]=[N:4]2)[CH:15]=[CH:14][CH:13]=[CH:12][CH:11]=1. Given the reactants I[C:2]1[N:3]=[N:4][N:5]([C:10]2[CH:15]=[CH:14][CH:13]=[CH:12][CH:11]=2)[C:6]=1[CH2:7][CH2:8][CH3:9].[C:16](=[O:19])([O-])[O-:17].[K+].[K+].[CH3:22][N:23]([CH3:26])C=O, predict the reaction product. (6) Given the reactants Br[C:2]1[CH:3]=[CH:4][C:5]([O:8][CH3:9])=[N:6][CH:7]=1.C([Li])CCC.C[O:16][B:17](OC)[O:18]C, predict the reaction product. The product is: [CH3:9][O:8][C:5]1[N:6]=[CH:7][C:2]([B:17]([OH:18])[OH:16])=[CH:3][CH:4]=1. (7) Given the reactants Br[CH2:2][C:3]([C:5]1[CH:10]=[CH:9][CH:8]=[CH:7][N:6]=1)=O.[Cl:11][C:12]1[CH:13]=[C:14]([CH:18]=[CH:19][CH:20]=1)[C:15]([NH2:17])=[O:16], predict the reaction product. The product is: [Cl:11][C:12]1[CH:13]=[C:14]([C:15]2[O:16][CH:2]=[C:3]([C:5]3[CH:10]=[CH:9][CH:8]=[CH:7][N:6]=3)[N:17]=2)[CH:18]=[CH:19][CH:20]=1. (8) Given the reactants [CH:1]1([NH:9][C:10]([NH2:12])=[S:11])[CH2:8][CH2:7][CH2:6][CH2:5][CH2:4][CH2:3][CH2:2]1.Br[CH:14]([CH2:18][CH3:19])[C:15](O)=[O:16], predict the reaction product. The product is: [CH:1]1([NH:9][C:10]2[S:11][CH:14]([CH2:18][CH3:19])[C:15](=[O:16])[N:12]=2)[CH2:8][CH2:7][CH2:6][CH2:5][CH2:4][CH2:3][CH2:2]1.